Dataset: Reaction yield outcomes from USPTO patents with 853,638 reactions. Task: Predict the reaction yield, written as a fraction of the theoretical maximum amount of product (1.0 means a 100% yield; for example, 0.34 means a 34% yield). (1) The reactants are [OH:1][C:2]1[CH:10]=[CH:9][C:5]([CH2:6][CH2:7]Br)=[CH:4][CH:3]=1.[CH3:11][NH2:12]. The catalyst is CO. The product is [CH3:11][NH:12][CH2:7][CH2:6][C:5]1[CH:9]=[CH:10][C:2]([OH:1])=[CH:3][CH:4]=1. The yield is 0.800. (2) The reactants are C([NH:5][S:6]([C:9]1[CH:14]=[CH:13][CH:12]=[C:11]([C:15]2[N:16]=[CH:17][N:18]([C:20]3[N:25]=[C:24]([C:26]([F:29])([F:28])[F:27])[CH:23]=[C:22]([C:30]4[CH:35]=[CH:34][C:33]([Cl:36])=[CH:32][CH:31]=4)[N:21]=3)[CH:19]=2)[CH:10]=1)(=[O:8])=[O:7])(C)(C)C.C(O)(C(F)(F)F)=O. The catalyst is ClCCl. The product is [Cl:36][C:33]1[CH:32]=[CH:31][C:30]([C:22]2[CH:23]=[C:24]([C:26]([F:27])([F:28])[F:29])[N:25]=[C:20]([N:18]3[CH:19]=[C:15]([C:11]4[CH:10]=[C:9]([S:6]([NH2:5])(=[O:7])=[O:8])[CH:14]=[CH:13][CH:12]=4)[N:16]=[CH:17]3)[N:21]=2)=[CH:35][CH:34]=1. The yield is 0.340. (3) The reactants are [F:1][C@H:2]1[C@H:6]([OH:7])[CH2:5][N:4]([C:8]([O:10][CH2:11][C:12]2[CH:21]=[CH:20][C:19]3[C:14](=[CH:15][CH:16]=[CH:17][CH:18]=3)[CH:13]=2)=[O:9])[CH2:3]1.C(Cl)Cl.[CH3:25][C:26]1[CH:31]=[CH:30][C:29]([S:32](Cl)(=[O:34])=[O:33])=[CH:28][CH:27]=1. The catalyst is CN(C1C=CN=CC=1)C.O. The product is [F:1][C@H:2]1[C@H:6]([O:7][S:32]([C:29]2[CH:30]=[CH:31][C:26]([CH3:25])=[CH:27][CH:28]=2)(=[O:34])=[O:33])[CH2:5][N:4]([C:8]([O:10][CH2:11][C:12]2[CH:21]=[CH:20][C:19]3[C:14](=[CH:15][CH:16]=[CH:17][CH:18]=3)[CH:13]=2)=[O:9])[CH2:3]1. The yield is 0.440. (4) The reactants are [OH:1][C:2]1[CH:9]=[C:8]([O:10][CH3:11])[CH:7]=[CH:6][C:3]=1[CH:4]=[O:5].[Br:12]Br. The catalyst is ClCCl. The product is [Br:12][C:7]1[C:8]([O:10][CH3:11])=[CH:9][C:2]([OH:1])=[C:3]([CH:6]=1)[CH:4]=[O:5]. The yield is 0.800.